Dataset: Peptide-MHC class I binding affinity with 185,985 pairs from IEDB/IMGT. Task: Regression. Given a peptide amino acid sequence and an MHC pseudo amino acid sequence, predict their binding affinity value. This is MHC class I binding data. (1) The peptide sequence is QPYLQLQPFL. The MHC is HLA-B54:01 with pseudo-sequence HLA-B54:01. The binding affinity (normalized) is 0.0700. (2) The peptide sequence is LGIPHPAGL. The MHC is HLA-B57:03 with pseudo-sequence HLA-B57:03. The binding affinity (normalized) is 0.0847. (3) The peptide sequence is QGKQHLHSL. The MHC is HLA-B08:02 with pseudo-sequence HLA-B08:02. The binding affinity (normalized) is 0.0847. (4) The peptide sequence is ALMTLDDLAI. The MHC is HLA-A02:03 with pseudo-sequence HLA-A02:03. The binding affinity (normalized) is 0.688. (5) The peptide sequence is AVSFRNLAY. The MHC is HLA-B15:01 with pseudo-sequence HLA-B15:01. The binding affinity (normalized) is 0.820. (6) The peptide sequence is ATFEAVLAK. The MHC is HLA-B08:02 with pseudo-sequence HLA-B08:02. The binding affinity (normalized) is 0.0847. (7) The peptide sequence is NHINVELSA. The MHC is HLA-B38:01 with pseudo-sequence HLA-B38:01. The binding affinity (normalized) is 0.354.